From a dataset of Full USPTO retrosynthesis dataset with 1.9M reactions from patents (1976-2016). Predict the reactants needed to synthesize the given product. (1) Given the product [F:1][C:2]1[CH:9]=[C:8]([C:10]2[S:11][CH:12]=[CH:13][CH:14]=2)[CH:7]=[CH:6][C:3]=1/[CH:4]=[CH:16]/[C:15]([C:18]1[CH:26]=[CH:25][C:21]([C:22]([OH:24])=[O:23])=[CH:20][CH:19]=1)=[O:17], predict the reactants needed to synthesize it. The reactants are: [F:1][C:2]1[CH:9]=[C:8]([C:10]2[S:11][CH:12]=[CH:13][CH:14]=2)[CH:7]=[CH:6][C:3]=1[CH:4]=O.[C:15]([C:18]1[CH:26]=[CH:25][C:21]([C:22]([OH:24])=[O:23])=[CH:20][CH:19]=1)(=[O:17])[CH3:16]. (2) Given the product [NH2:14][C:3]1[CH:4]=[C:5]([C:11]#[N:13])[C:6]2[N:10]=[CH:9][NH:8][C:7]=2[C:2]=1[CH3:1], predict the reactants needed to synthesize it. The reactants are: [CH3:1][C:2]1[C:7]2[NH:8][CH:9]=[N:10][C:6]=2[C:5]([C:11]([NH2:13])=O)=[CH:4][C:3]=1[N+:14]([O-])=O.CC1C2NC=NC=2C(C#N)=CC=1[N+]([O-])=O. (3) Given the product [CH:23]1([O:11][C:10](=[O:12])[C@@H:9]([NH:8][C:6]([O:5][C:1]([CH3:4])([CH3:3])[CH3:2])=[O:7])[CH2:13][CH2:14][O:15][Si:16]([C:19]([CH3:22])([CH3:21])[CH3:20])([CH3:18])[CH3:17])[CH2:27][CH2:26][CH2:25][CH2:24]1, predict the reactants needed to synthesize it. The reactants are: [C:1]([O:5][C:6]([NH:8][C@@H:9]([CH2:13][CH2:14][O:15][Si:16]([C:19]([CH3:22])([CH3:21])[CH3:20])([CH3:18])[CH3:17])[C:10]([OH:12])=[O:11])=[O:7])([CH3:4])([CH3:3])[CH3:2].[CH:23]1(O)[CH2:27][CH2:26][CH2:25][CH2:24]1.C(Cl)CCl. (4) Given the product [C:13]([NH:16]/[C:17](=[CH:11]\[C:6]1[C:5]2[C:9](=[CH:10][C:2]([Cl:1])=[CH:3][CH:4]=2)[NH:8][CH:7]=1)/[C:18]([O:20][CH2:21][CH3:22])=[O:19])(=[O:15])[CH3:14], predict the reactants needed to synthesize it. The reactants are: [Cl:1][C:2]1[CH:10]=[C:9]2[C:5]([C:6]([CH:11]=O)=[CH:7][NH:8]2)=[CH:4][CH:3]=1.[C:13]([NH:16][CH:17](C([O-])=O)[C:18]([O:20][CH2:21][CH3:22])=[O:19])(=[O:15])[CH3:14].C(OC(=O)C)(=O)C. (5) Given the product [C:1]([O:5][C:6]([N:8]1[CH2:9][CH:10]([C:12]2[S:14][CH:16]=[C:17]([CH3:18])[N:13]=2)[CH2:11]1)=[O:7])([CH3:4])([CH3:2])[CH3:3], predict the reactants needed to synthesize it. The reactants are: [C:1]([O:5][C:6]([N:8]1[CH2:11][CH:10]([C:12](=[S:14])[NH2:13])[CH2:9]1)=[O:7])([CH3:4])([CH3:3])[CH3:2].Cl[CH2:16][C:17](=O)[CH3:18]. (6) Given the product [OH:13][NH:12][C:10]([C:8]1[CH:7]=[C:6]([CH3:14])[N:5]=[C:4]([O:16][CH3:15])[N:9]=1)=[NH:11], predict the reactants needed to synthesize it. The reactants are: [H-].[Na+].Cl[C:4]1[N:9]=[C:8]([C:10]([NH:12][OH:13])=[NH:11])[CH:7]=[C:6]([CH3:14])[N:5]=1.[CH3:15][OH:16]. (7) Given the product [Cl:28][C:5]1[C:6]([N:11]2[CH2:12][CH2:13][N:14]([CH2:17][C:18]([NH:20][C:21]3[CH:26]=[CH:25][CH:24]=[C:23]([Cl:27])[CH:22]=3)=[O:19])[CH2:15][CH2:16]2)=[C:7]2[N:8]=[C:35]([C:34]3[CH:37]=[CH:38][C:31]([N:30]([CH3:39])[CH3:29])=[CH:32][CH:33]=3)[NH:1][C:2]2=[N:3][CH:4]=1, predict the reactants needed to synthesize it. The reactants are: [NH2:1][C:2]1[C:7]([N+:8]([O-])=O)=[C:6]([N:11]2[CH2:16][CH2:15][N:14]([CH2:17][C:18]([NH:20][C:21]3[CH:26]=[CH:25][CH:24]=[C:23]([Cl:27])[CH:22]=3)=[O:19])[CH2:13][CH2:12]2)[C:5]([Cl:28])=[CH:4][N:3]=1.[CH3:29][N:30]([CH3:39])[C:31]1[CH:38]=[CH:37][C:34]([CH:35]=O)=[CH:33][CH:32]=1.[O-]S(S([O-])=O)=O.[Na+].[Na+].